Dataset: Full USPTO retrosynthesis dataset with 1.9M reactions from patents (1976-2016). Task: Predict the reactants needed to synthesize the given product. (1) Given the product [NH2:21][C:13]1[N:14]=[CH:15][C:16]([C:17]([N:8]=[S:6]([CH2:5][C:4]([O:3][CH2:1][CH3:2])=[O:10])([CH3:9])=[O:7])=[O:18])=[CH:20][C:12]=1[I:11], predict the reactants needed to synthesize it. The reactants are: [CH2:1]([O:3][C:4](=[O:10])[CH2:5][S:6]([CH3:9])(=[NH:8])=[O:7])[CH3:2].[I:11][C:12]1[C:13]([NH2:21])=[N:14][CH:15]=[C:16]([CH:20]=1)[C:17](O)=[O:18].C(NC(C)C)(C)C.F[P-](F)(F)(F)(F)F.N1(O[P+](N(C)C)(N(C)C)N(C)C)C2C=CC=CC=2N=N1. (2) Given the product [Br:1][CH:2]([CH:7]1[CH2:12][CH2:11][N:10]([C:13]([O:15][CH2:16][C:17]2[CH:22]=[CH:21][CH:20]=[CH:19][CH:18]=2)=[O:14])[CH2:9][CH2:8]1)[CH2:3][CH2:4][CH:5]=[O:27], predict the reactants needed to synthesize it. The reactants are: [Br:1][CH:2]([CH:7]1[CH2:12][CH2:11][N:10]([C:13]([O:15][CH2:16][C:17]2[CH:22]=[CH:21][CH:20]=[CH:19][CH:18]=2)=[O:14])[CH2:9][CH2:8]1)[CH2:3][CH2:4][CH:5]=C.C[N+]1([O-])CC[O:27]CC1.CC(O)(C)C.I([O-])(=O)(=O)=O.[Na+].